From a dataset of Full USPTO retrosynthesis dataset with 1.9M reactions from patents (1976-2016). Predict the reactants needed to synthesize the given product. (1) Given the product [I:65][C:62]1[CH:63]=[CH:64][C:59]([NH:58][C:56](=[O:57])[C@@H:55]([N:54]2[C:29](=[O:31])[C@@H:28]([C:32]3[CH:33]=[CH:34][C:35]([O:38][CH3:39])=[CH:36][CH:37]=3)[NH:27][C:25]2=[O:26])[CH2:66][C:67]2[CH:68]=[CH:69][CH:70]=[CH:71][CH:72]=2)=[CH:60][CH:61]=1, predict the reactants needed to synthesize it. The reactants are: C(OC(N[C@@H](CC1C=CC=CC=1)C(O)=O)=O)(C)(C)C.C(O[C:25]([NH:27][C@H:28]([C:32]1[CH:37]=[CH:36][C:35]([O:38][CH2:39][C@H]2COC(C)(C)O2)=[CH:34][CH:33]=1)[C:29]([OH:31])=O)=[O:26])(C)(C)C.FC(F)(F)C(O)=O.[NH2:54][C@@H:55]([CH2:66][C:67]1[CH:72]=[CH:71][CH:70]=[CH:69][CH:68]=1)[C:56]([NH:58][C:59]1[CH:64]=[CH:63][C:62]([I:65])=[CH:61][CH:60]=1)=[O:57].C(N(CC)CC)C.Cl.CN(C)CCCN=C=NCC.N1(OC(N(C)C)=[N+](C)C)C2C=CC=CC=2N=N1. (2) Given the product [C:22]([CH2:23][CH2:24][CH:9]([NH:8][C:6](=[O:7])[C:5]1[CH:4]=[CH:3][C:2]([F:1])=[CH:19][CH:18]=1)[C:10]([C:12]1[CH:13]=[N:14][CH:15]=[CH:16][CH:17]=1)=[O:11])#[N:25], predict the reactants needed to synthesize it. The reactants are: [F:1][C:2]1[CH:19]=[CH:18][C:5]([C:6]([NH:8][CH2:9][C:10]([C:12]2[CH:13]=[N:14][CH:15]=[CH:16][CH:17]=2)=[O:11])=[O:7])=[CH:4][CH:3]=1.[H-].[Na+].[C:22](#[N:25])[CH:23]=[CH2:24].[Cl-].[NH4+]. (3) Given the product [F:13][C:3]([F:12])([O:4][C:5]1[C:6]([NH2:11])=[N:7][CH:8]=[CH:9][CH:10]=1)[CH3:2], predict the reactants needed to synthesize it. The reactants are: Br[CH2:2][C:3]([F:13])([F:12])[O:4][C:5]1[C:6]([NH2:11])=[N:7][CH:8]=[CH:9][CH:10]=1. (4) The reactants are: [Br:1][C:2]1[CH:7]=[CH:6][C:5]([O:8][CH2:9][CH2:10][C:11]#[CH:12])=[C:4]([N+:13]([O-])=O)[CH:3]=1. Given the product [Br:1][C:2]1[CH:7]=[CH:6][C:5]([O:8][CH2:9][CH2:10][C:11]#[CH:12])=[C:4]([NH2:13])[CH:3]=1, predict the reactants needed to synthesize it. (5) Given the product [CH2:1]([O:3][C:4]([C:6]1[CH:7]=[N:8][C:9]2[C:14]([C:15]=1[NH:25][CH:20]1[CH2:24][CH2:23][CH2:22][CH2:21]1)=[CH:13][C:12]([F:17])=[CH:11][C:10]=2[O:18][CH3:19])=[O:5])[CH3:2], predict the reactants needed to synthesize it. The reactants are: [CH2:1]([O:3][C:4]([C:6]1[CH:7]=[N:8][C:9]2[C:14]([C:15]=1Cl)=[CH:13][C:12]([F:17])=[CH:11][C:10]=2[O:18][CH3:19])=[O:5])[CH3:2].[CH:20]1([NH2:25])[CH2:24][CH2:23][CH2:22][CH2:21]1.